This data is from Full USPTO retrosynthesis dataset with 1.9M reactions from patents (1976-2016). The task is: Predict the reactants needed to synthesize the given product. Given the product [CH:1]([C:4]1[CH:8]=[C:7]([NH:9][C:17](=[O:18])[O:19][C:20]2[CH:25]=[CH:24][CH:23]=[CH:22][CH:21]=2)[O:6][N:5]=1)([CH3:3])[CH3:2], predict the reactants needed to synthesize it. The reactants are: [CH:1]([C:4]1[CH:8]=[C:7]([NH2:9])[O:6][N:5]=1)([CH3:3])[CH3:2].C(=O)([O-])[O-].[K+].[K+].Cl[C:17]([O:19][C:20]1[CH:25]=[CH:24][CH:23]=[CH:22][CH:21]=1)=[O:18].